Dataset: Catalyst prediction with 721,799 reactions and 888 catalyst types from USPTO. Task: Predict which catalyst facilitates the given reaction. Reactant: C(OC([N:8]([C:25]1[C:30]([O:31]C)=[CH:29][N:28]=[C:27]([C:33]2[CH:38]=[CH:37][CH:36]=[C:35]([O:39][CH2:40][C:41]([NH:43][CH:44]([CH3:46])[CH3:45])=[O:42])[CH:34]=2)[N:26]=1)[C:9]1[CH:10]=[C:11]2[C:15](=[CH:16][CH:17]=1)[N:14](C(OC(C)(C)C)=O)[N:13]=[CH:12]2)=O)(C)(C)C.Cl.N1C=CC=CC=1.N.O. Product: [NH:14]1[C:15]2[C:11](=[CH:10][C:9]([NH:8][C:25]3[C:30]([OH:31])=[CH:29][N:28]=[C:27]([C:33]4[CH:34]=[C:35]([CH:36]=[CH:37][CH:38]=4)[O:39][CH2:40][C:41]([NH:43][CH:44]([CH3:46])[CH3:45])=[O:42])[N:26]=3)=[CH:17][CH:16]=2)[CH:12]=[N:13]1. The catalyst class is: 6.